Dataset: Catalyst prediction with 721,799 reactions and 888 catalyst types from USPTO. Task: Predict which catalyst facilitates the given reaction. (1) Reactant: [Cl:1][C:2]1[C:3]([NH:29][C:30]2[CH:35]=[CH:34][CH:33]=[CH:32][C:31]=2[S:36]([CH:39]([CH3:41])[CH3:40])(=[O:38])=[O:37])=[N:4][C:5]([NH:8][C:9]2[CH:17]=[C:16]3[C:12]([CH2:13][N:14]([CH:19]4[CH2:24][CH2:23][NH:22][CH2:21][CH2:20]4)[C:15]3=[O:18])=[CH:11][C:10]=2[O:25][CH:26]([CH3:28])[CH3:27])=[N:6][CH:7]=1.C(N(CC)CC)C.Cl[C:50]([O:52][CH2:53][CH3:54])=[O:51]. Product: [CH2:53]([O:52][C:50]([N:22]1[CH2:21][CH2:20][CH:19]([N:14]2[CH2:13][C:12]3[C:16](=[CH:17][C:9]([NH:8][C:5]4[N:4]=[C:3]([NH:29][C:30]5[CH:35]=[CH:34][CH:33]=[CH:32][C:31]=5[S:36]([CH:39]([CH3:41])[CH3:40])(=[O:38])=[O:37])[C:2]([Cl:1])=[CH:7][N:6]=4)=[C:10]([O:25][CH:26]([CH3:28])[CH3:27])[CH:11]=3)[C:15]2=[O:18])[CH2:24][CH2:23]1)=[O:51])[CH3:54]. The catalyst class is: 3. (2) Reactant: C([O:3][C:4](=[O:43])[C:5]([O:35][C:36]1[CH:41]=[CH:40][CH:39]=[CH:38][C:37]=1[F:42])([CH3:34])[CH2:6][C:7]1[CH:12]=[CH:11][C:10]([O:13][CH2:14][CH2:15][CH:16]2[CH2:20][N:19]([CH2:21][C:22]3[CH:27]=[CH:26][CH:25]=[C:24]([C:28]([F:31])([F:30])[F:29])[CH:23]=3)[C:18](=[O:32])[N:17]2[CH3:33])=[CH:9][CH:8]=1)C.[OH-].[Na+]. Product: [F:42][C:37]1[CH:38]=[CH:39][CH:40]=[CH:41][C:36]=1[O:35][C:5]([CH3:34])([CH2:6][C:7]1[CH:8]=[CH:9][C:10]([O:13][CH2:14][CH2:15][CH:16]2[CH2:20][N:19]([CH2:21][C:22]3[CH:27]=[CH:26][CH:25]=[C:24]([C:28]([F:30])([F:31])[F:29])[CH:23]=3)[C:18](=[O:32])[N:17]2[CH3:33])=[CH:11][CH:12]=1)[C:4]([OH:43])=[O:3]. The catalyst class is: 8.